This data is from Forward reaction prediction with 1.9M reactions from USPTO patents (1976-2016). The task is: Predict the product of the given reaction. (1) Given the reactants [CH:1]1([C@H:7]([NH:12][C:13]([C:15]2[O:16][C:17]([C:20]3[CH:25]=[CH:24][C:23]([NH2:26])=[C:22]([NH2:27])[CH:21]=3)=[CH:18][CH:19]=2)=[O:14])[C:8](=[O:11])[NH:9][CH3:10])[CH2:6][CH2:5][CH2:4][CH2:3][CH2:2]1.[CH3:28][N:29]1[CH:33]=[C:32](C=O)[C:31]([CH3:36])=[N:30]1.S(=O)(O)[O-].[Na+].[CH3:42]N(C=O)C, predict the reaction product. The product is: [CH:1]1([C@H:7]([NH:12][C:13]([C:15]2[O:16][C:17]([C:20]3[CH:25]=[CH:24][C:23]4[N:26]=[C:42]([C:33]5[N:29]([CH3:28])[N:30]=[C:31]([CH3:36])[CH:32]=5)[NH:27][C:22]=4[CH:21]=3)=[CH:18][CH:19]=2)=[O:14])[C:8](=[O:11])[NH:9][CH3:10])[CH2:6][CH2:5][CH2:4][CH2:3][CH2:2]1. (2) Given the reactants C1(C(C2C=CC=CC=2)[N:8]2[C:16]3[C:11](=[CH:12][CH:13]=[CH:14][CH:15]=3)[C:10]3([C:30]4[C:19](=[CH:20][C:21]5[O:26][CH2:25][C:24](=[O:27])[N:23]([CH3:28])[C:22]=5[CH:29]=4)[O:18][CH2:17]3)[C:9]2=[O:31])C=CC=CC=1.C1(C(C2C=CC=CC=2)N2C3C(=CC=CC=3)C3(C4C=C(C)C(OC)=CC=4OC3)C2=O)C=CC=CC=1, predict the reaction product. The product is: [CH3:28][N:23]1[C:22]2[CH:29]=[C:30]3[C:10]4([C:11]5[C:16](=[CH:15][CH:14]=[CH:13][CH:12]=5)[NH:8][C:9]4=[O:31])[CH2:17][O:18][C:19]3=[CH:20][C:21]=2[O:26][CH2:25][C:24]1=[O:27].